From a dataset of Forward reaction prediction with 1.9M reactions from USPTO patents (1976-2016). Predict the product of the given reaction. (1) Given the reactants [O:1]=[C:2]1[NH:11][C:10](=[O:12])[C:9]2[C:4](=[CH:5][C:6]([C:13]([NH:15][O:16]C3CCCCO3)=[O:14])=[CH:7][CH:8]=2)[NH:3]1, predict the reaction product. The product is: [OH:16][NH:15][C:13]([C:6]1[CH:5]=[C:4]2[C:9]([C:10](=[O:12])[NH:11][C:2](=[O:1])[NH:3]2)=[CH:8][CH:7]=1)=[O:14]. (2) Given the reactants [NH2:1][C:2]1[CH:12]=[C:11]([CH3:13])[CH:10]=[CH:9][C:3]=1[C:4]([O:6][CH2:7][CH3:8])=[O:5].C(OC(=O)C1C=C(C(F)(F)F)C(C=O)=C(Cl)C=1N)C.C1C(=O)N([Br:40])C(=O)C1, predict the reaction product. The product is: [NH2:1][C:2]1[CH:12]=[C:11]([CH3:13])[C:10]([Br:40])=[CH:9][C:3]=1[C:4]([O:6][CH2:7][CH3:8])=[O:5]. (3) Given the reactants [CH3:1][C:2]1[N:29]=[C:5]2[NH:6][C:7](=[O:28])[C:8]([CH2:13][C:14]3[CH:19]=[CH:18][C:17]([C:20]4[C:21]([C:26]#[N:27])=[CH:22][CH:23]=[CH:24][CH:25]=4)=[CH:16][CH:15]=3)=[C:9]([CH2:10][CH2:11][CH3:12])[N:4]2[N:3]=1.[CH3:30][CH:31]1[CH2:35][C:34]2[CH:36]=[C:37](B(O)O)[CH:38]=[CH:39][C:33]=2[O:32]1.C(N(CC)CC)C.N1C=CC=CC=1, predict the reaction product. The product is: [CH3:1][C:2]1[N:29]=[C:5]2[N:6]([C:37]3[CH:38]=[CH:39][C:33]4[O:32][CH:31]([CH3:30])[CH2:35][C:34]=4[CH:36]=3)[C:7](=[O:28])[C:8]([CH2:13][C:14]3[CH:19]=[CH:18][C:17]([C:20]4[C:21]([C:26]#[N:27])=[CH:22][CH:23]=[CH:24][CH:25]=4)=[CH:16][CH:15]=3)=[C:9]([CH2:10][CH2:11][CH3:12])[N:4]2[N:3]=1. (4) The product is: [C:1]1([C:7]23[CH2:14][CH2:13][C:10]([CH2:15][OH:16])([CH2:11][CH2:12]2)[CH2:9][CH2:8]3)[CH:6]=[CH:5][CH:4]=[CH:3][CH:2]=1. Given the reactants [C:1]1([C:7]23[CH2:14][CH2:13][C:10]([C:15](OCC)=[O:16])([CH2:11][CH2:12]2)[CH2:9][CH2:8]3)[CH:6]=[CH:5][CH:4]=[CH:3][CH:2]=1.[H-].[Al+3].[Li+].[H-].[H-].[H-], predict the reaction product. (5) Given the reactants [Si:1]([O:18][CH2:19][CH2:20][CH:21]([C:30](=O)[C:31]#[C:32][CH:33]1[CH2:36][CH:35]([CH2:37][CH:38]([CH2:41][CH3:42])[CH2:39][CH3:40])[CH2:34]1)[CH2:22][C:23]([O:25][C:26]([CH3:29])([CH3:28])[CH3:27])=[O:24])([C:14]([CH3:17])([CH3:16])[CH3:15])([C:8]1[CH:13]=[CH:12][CH:11]=[CH:10][CH:9]=1)[C:2]1[CH:7]=[CH:6][CH:5]=[CH:4][CH:3]=1.CO.S([O-])([O-])(=O)=O.[Na+].[Na+].[Cl-].[CH3:54][O:55][NH3+:56], predict the reaction product. The product is: [Si:1]([O:18][CH2:19][CH2:20][CH:21]([C:30](=[N:56][O:55][CH3:54])[C:31]#[C:32][CH:33]1[CH2:36][CH:35]([CH2:37][CH:38]([CH2:39][CH3:40])[CH2:41][CH3:42])[CH2:34]1)[CH2:22][C:23]([O:25][C:26]([CH3:28])([CH3:29])[CH3:27])=[O:24])([C:14]([CH3:15])([CH3:16])[CH3:17])([C:8]1[CH:9]=[CH:10][CH:11]=[CH:12][CH:13]=1)[C:2]1[CH:3]=[CH:4][CH:5]=[CH:6][CH:7]=1. (6) Given the reactants [C:1](OO[C:1](=O)[C:2]1[CH:7]=C[CH:5]=[CH:4][CH:3]=1)(=O)[C:2]1[CH:7]=C[CH:5]=[CH:4][CH:3]=1.C1C(=O)N([Br:26])C(=O)C1.[F:27][C:28]1[CH:33]=[CH:32][C:31]([CH3:34])=[CH:30][C:29]=1[CH2:35][C:36]([OH:38])=O.CSC.B, predict the reaction product. The product is: [CH3:5][CH2:4][CH2:3][CH:2]([CH3:7])[CH3:1].[Br:26][CH2:34][C:31]1[CH:32]=[CH:33][C:28]([F:27])=[C:29]([CH2:35][CH2:36][OH:38])[CH:30]=1.